The task is: Predict which catalyst facilitates the given reaction.. This data is from Catalyst prediction with 721,799 reactions and 888 catalyst types from USPTO. (1) Reactant: [CH2:1]([C:11]1[CH:16]=[CH:15][C:14]([C:17]2[C:18]([C:23]3[C:24]([C:30]4[CH:35]=[CH:34][C:33]([O:36]C)=[CH:32][CH:31]=4)=[C:25]([CH3:29])[CH:26]=[CH:27][CH:28]=3)=[CH:19][CH:20]=[CH:21][CH:22]=2)=[CH:13][CH:12]=1)[CH2:2][CH2:3][CH2:4][CH2:5][CH2:6][CH2:7][CH2:8][CH2:9][CH3:10].C(O)(=O)C.I. Product: [CH2:1]([C:11]1[CH:16]=[CH:15][C:14]([C:17]2[C:18]([C:23]3[C:24]([C:30]4[CH:31]=[CH:32][C:33]([OH:36])=[CH:34][CH:35]=4)=[C:25]([CH3:29])[CH:26]=[CH:27][CH:28]=3)=[CH:19][CH:20]=[CH:21][CH:22]=2)=[CH:13][CH:12]=1)[CH2:2][CH2:3][CH2:4][CH2:5][CH2:6][CH2:7][CH2:8][CH2:9][CH3:10]. The catalyst class is: 6. (2) Reactant: Br[CH2:2][CH2:3][CH2:4][O:5][C:6]1[CH:11]=[CH:10][C:9]([F:12])=[CH:8][C:7]=1[I:13].[F:14][C:15]1[CH:20]=[C:19]([CH3:21])[C:18]([OH:22])=[C:17]([I:23])[CH:16]=1.C(=O)([O-])[O-].[K+].[K+]. Product: [F:14][C:15]1[CH:20]=[C:19]([CH3:21])[C:18]([O:22][CH2:2][CH2:3][CH2:4][O:5][C:6]2[CH:11]=[CH:10][C:9]([F:12])=[CH:8][C:7]=2[I:13])=[C:17]([I:23])[CH:16]=1. The catalyst class is: 21. (3) Reactant: [CH3:1][C:2]1[CH:3]=[C:4]2[C:8](=[CH:9][C:10]=1[CH3:11])[C:7](=[O:12])[N:6]([C:13]1[CH:18]=[CH:17][CH:16]=[C:15]([F:19])[CH:14]=1)[CH:5]2[CH2:20][C:21]([OH:23])=O.[CH3:24][N:25]1[CH2:30][CH2:29][NH:28][CH2:27][CH2:26]1.Cl.C(N=C=NCCCN(C)C)C.O.ON1C2C=CC=CC=2N=N1. Product: [CH3:1][C:2]1[CH:3]=[C:4]2[C:8](=[CH:9][C:10]=1[CH3:11])[C:7](=[O:12])[N:6]([C:13]1[CH:18]=[CH:17][CH:16]=[C:15]([F:19])[CH:14]=1)[C:5]2([CH:20]=[C:21]=[O:23])[N:28]1[CH2:29][CH2:30][N:25]([CH3:24])[CH2:26][CH2:27]1. The catalyst class is: 7. (4) Reactant: [C:1]([O:5][C:6](=[O:9])[CH2:7][NH2:8])([CH3:4])([CH3:3])[CH3:2].[C:10]([C:12]1[CH:13]=[C:14]([CH:17]=[CH:18][CH:19]=1)[CH:15]=O)#[N:11].[BH4-].[Na+]. Product: [C:10]([C:12]1[CH:13]=[C:14]([CH:17]=[CH:18][CH:19]=1)[CH2:15][NH:8][CH2:7][C:6]([O:5][C:1]([CH3:4])([CH3:3])[CH3:2])=[O:9])#[N:11]. The catalyst class is: 11.